From a dataset of Full USPTO retrosynthesis dataset with 1.9M reactions from patents (1976-2016). Predict the reactants needed to synthesize the given product. (1) Given the product [CH3:7][C:2]([C:8]1[CH:13]=[CH:12][CH:11]=[CH:10][CH:9]=1)([CH3:1])[CH2:3][C:4]([N:37]1[C@@H:36]([CH:33]([CH3:35])[CH3:34])[CH2:40][O:39][C:38]1=[O:41])=[O:6], predict the reactants needed to synthesize it. The reactants are: [CH3:1][C:2]([C:8]1[CH:13]=[CH:12][CH:11]=[CH:10][CH:9]=1)([CH3:7])[CH2:3][C:4]([OH:6])=O.C(N(CC)CC)C.CC(C)(C)C(Cl)=O.C([Li])CCC.[CH:33]([C@H:36]1[CH2:40][O:39][C:38](=[O:41])[NH:37]1)([CH3:35])[CH3:34].O1CCNC1=O. (2) Given the product [N+:1]([C:4]1[CH:9]=[CH:8][C:7]([O:10][C:27](=[O:28])[CH:26]([O:25][C:24]2[CH:23]=[CH:22][C:21]([N+:18]([O-:20])=[O:19])=[CH:32][CH:31]=2)[CH3:30])=[CH:6][CH:5]=1)([O-:3])=[O:2], predict the reactants needed to synthesize it. The reactants are: [N+:1]([C:4]1[CH:9]=[CH:8][C:7]([OH:10])=[CH:6][CH:5]=1)([O-:3])=[O:2].C(N(CC)CC)C.[N+:18]([C:21]1[CH:32]=[CH:31][C:24]([O:25][CH:26]([CH3:30])[C:27](Cl)=[O:28])=[CH:23][CH:22]=1)([O-:20])=[O:19]. (3) Given the product [CH2:2]([N:4]1[CH2:5][CH2:6][C:7]([S:13]([C:16]2[CH:21]=[CH:20][C:19]([C:22]3[CH:27]=[CH:26][C:25]([O:28][C:29]([F:34])([F:33])[CH:30]([F:31])[F:32])=[CH:24][CH:23]=3)=[CH:18][CH:17]=2)(=[O:15])=[O:14])([C:10]([NH:71][O:70][CH:65]2[CH2:66][CH2:67][CH2:68][CH2:69][O:64]2)=[O:11])[CH2:8][CH2:9]1)[CH3:3], predict the reactants needed to synthesize it. The reactants are: Cl.[CH2:2]([N:4]1[CH2:9][CH2:8][C:7]([S:13]([C:16]2[CH:21]=[CH:20][C:19]([C:22]3[CH:27]=[CH:26][C:25]([O:28][C:29]([F:34])([F:33])[CH:30]([F:32])[F:31])=[CH:24][CH:23]=3)=[CH:18][CH:17]=2)(=[O:15])=[O:14])([C:10](O)=[O:11])[CH2:6][CH2:5]1)[CH3:3].C(N(CC)CC)C.F[B-](F)(F)F.N1(OC(N(C)C)=[N+](C)C)C2C=CC=CC=2N=N1.[O:64]1[CH2:69][CH2:68][CH2:67][CH2:66][CH:65]1[O:70][NH2:71]. (4) The reactants are: Cl[C:2]1[N:11]=[C:10]([NH:12][CH:13]([C:21]2[CH:26]=[CH:25][CH:24]=[CH:23][CH:22]=2)[CH2:14][C:15]2[CH:20]=[CH:19][CH:18]=[CH:17][CH:16]=2)[C:9]2[C:4](=[CH:5][CH:6]=[CH:7][CH:8]=2)[N:3]=1.[N:27]1[CH:28]=[CH:29][N:30]2[CH:35]=[C:34](B(O)O)[CH:33]=[CH:32][C:31]=12.C(NC1C2C(=CC=CC=2)N=C(C2SC3C=CC=CC=3C=2)N=1)(C1C=CC=CC=1)C1C=CC=CC=1. Given the product [C:21]1([CH:13]([NH:12][C:10]2[C:9]3[C:4](=[CH:5][CH:6]=[CH:7][CH:8]=3)[N:3]=[C:2]([C:34]3[CH:33]=[CH:32][C:31]4[N:30]([CH:29]=[CH:28][N:27]=4)[CH:35]=3)[N:11]=2)[CH2:14][C:15]2[CH:20]=[CH:19][CH:18]=[CH:17][CH:16]=2)[CH:26]=[CH:25][CH:24]=[CH:23][CH:22]=1, predict the reactants needed to synthesize it. (5) Given the product [OH:2][CH:3]1[O:11][C@H:10]([CH2:12][OH:13])[C@@H:8]([OH:9])[C@H:6]([OH:7])[C@H:4]1[NH2:5], predict the reactants needed to synthesize it. The reactants are: Cl.[OH:2][CH:3]1[O:11][C@H:10]([CH2:12][OH:13])[C@@H:8]([OH:9])[C@H:6]([OH:7])[C@H:4]1[NH2:5].N.C(=O)=O.